From a dataset of Reaction yield outcomes from USPTO patents with 853,638 reactions. Predict the reaction yield, written as a fraction of the theoretical maximum amount of product (1.0 means a 100% yield; for example, 0.34 means a 34% yield). (1) The catalyst is CCOC(C)=O. The yield is 0.610. The reactants are [Cl:1][C:2]1[C:3](Cl)=[C:4]2[N:10]=[C:9]([C:11]3[CH:16]=[CH:15][C:14]([O:17][CH2:18][CH2:19][N:20]4[CH2:25][CH2:24][O:23][CH2:22][CH2:21]4)=[CH:13][CH:12]=3)[NH:8][C:5]2=[N:6][CH:7]=1.[NH2:27][CH:28]1[CH2:32][CH2:31][NH:30][CH2:29]1. The product is [Cl:1][C:2]1[C:3]([N:30]2[CH2:31][CH2:32][CH:28]([NH2:27])[CH2:29]2)=[C:4]2[NH:10][C:9]([C:11]3[CH:12]=[CH:13][C:14]([O:17][CH2:18][CH2:19][N:20]4[CH2:21][CH2:22][O:23][CH2:24][CH2:25]4)=[CH:15][CH:16]=3)=[N:8][C:5]2=[N:6][CH:7]=1. (2) The reactants are [Br:1][C:2]1[CH:3]=[CH:4][C:5]2[C:6]3[N:14]=[C:13]([CH:15]4[CH2:20][CH2:19][NH:18][CH2:17][CH2:16]4)[N:12]=[C:11](O)[C:7]=3[NH:8][C:9]=2[CH:10]=1.O=P(Cl)(Cl)[Cl:24]. No catalyst specified. The product is [Br:1][C:2]1[CH:3]=[CH:4][C:5]2[C:6]3[N:14]=[C:13]([CH:15]4[CH2:20][CH2:19][NH:18][CH2:17][CH2:16]4)[N:12]=[C:11]([Cl:24])[C:7]=3[NH:8][C:9]=2[CH:10]=1. The yield is 0.720. (3) The reactants are [N+:1]([C:4]1[CH:9]=[C:8]([C:10]([F:13])([F:12])[F:11])[CH:7]=[CH:6][C:5]=1[S:14](Cl)(=[O:16])=[O:15])([O-:3])=[O:2].[Cl:18][C:19]1[CH:28]=[CH:27][C:26]([NH2:29])=[C:25]2[C:20]=1[CH:21]=[CH:22][CH:23]=[N:24]2.N1C=CC=CC=1. The catalyst is CN(C1C=CN=CC=1)C.C(Cl)Cl. The product is [Cl:18][C:19]1[CH:28]=[CH:27][C:26]([NH:29][S:14]([C:5]2[CH:6]=[CH:7][C:8]([C:10]([F:13])([F:12])[F:11])=[CH:9][C:4]=2[N+:1]([O-:3])=[O:2])(=[O:16])=[O:15])=[C:25]2[C:20]=1[CH:21]=[CH:22][CH:23]=[N:24]2. The yield is 0.450.